Dataset: Full USPTO retrosynthesis dataset with 1.9M reactions from patents (1976-2016). Task: Predict the reactants needed to synthesize the given product. (1) Given the product [O:29]=[S:2]1(=[O:1])[C:7]2[CH:8]=[CH:9][CH:10]=[CH:11][C:6]=2[NH:5][C:4]([C:12]2[C:13](=[O:28])[N:14]([NH:23][CH2:24][CH:25]([CH3:27])[CH3:26])[C:15]3[C:20]([C:21]=2[OH:22])=[CH:19][CH:18]=[CH:17][CH:16]=3)=[N:3]1, predict the reactants needed to synthesize it. The reactants are: [O:1]=[S:2]1(=[O:29])[C:7]2[CH:8]=[CH:9][CH:10]=[CH:11][C:6]=2[NH:5][C:4]([C:12]2[C:13](=[O:28])[N:14]([N:23]=[CH:24][CH:25]([CH3:27])[CH3:26])[C:15]3[C:20]([C:21]=2[OH:22])=[CH:19][CH:18]=[CH:17][CH:16]=3)=[N:3]1.CO.[BH4-].[Li+].Cl. (2) Given the product [Cl:4][C:5]1[CH:10]=[CH:9][C:8]([C:11]2[O:20][N:2]=[C:13]([C:14]([O:16][CH2:17][CH3:18])=[O:15])[CH:12]=2)=[CH:7][CH:6]=1, predict the reactants needed to synthesize it. The reactants are: Cl.[NH2:2]O.[Cl:4][C:5]1[CH:10]=[CH:9][C:8]([C:11](=[O:20])[CH2:12][C:13](=O)[C:14]([O:16][CH2:17][CH3:18])=[O:15])=[CH:7][CH:6]=1. (3) Given the product [CH:21]1([C@H:4]2[C@H:3]([CH3:24])[C@@H:2]([NH:1][C:60]3[N:65]=[C:64]([CH3:66])[CH:63]=[CH:62][N:61]=3)[C:11]3[C:6](=[CH:7][CH:8]=[C:9]([C:12]4[CH2:13][CH2:14][O:15][CH2:16][CH:17]=4)[CH:10]=3)[N:5]2[C:18](=[O:20])[CH3:19])[CH2:23][CH2:22]1, predict the reactants needed to synthesize it. The reactants are: [NH2:1][C@H:2]1[C:11]2[C:6](=[CH:7][CH:8]=[C:9]([C:12]3[CH2:13][CH2:14][O:15][CH2:16][CH:17]=3)[CH:10]=2)[N:5]([C:18](=[O:20])[CH3:19])[C@@H:4]([CH:21]2[CH2:23][CH2:22]2)[C@@H:3]1[CH3:24].CC(C)([O-])C.[Na+].CN(C1C(C2C(P(C3CCCCC3)C3CCCCC3)=CC=CC=2)=CC=CC=1)C.Br[C:60]1[N:65]=[C:64]([CH3:66])[CH:63]=[CH:62][N:61]=1. (4) Given the product [F:1][C:2]1[CH:3]=[C:4]([S:8][CH2:35][CH:21]2[CH2:22][CH:23]([C:25]3[CH:30]=[CH:29][C:28]([C:31]([F:34])([F:33])[F:32])=[CH:27][CH:26]=3)[CH2:24][N:19]([C:17]([N:11]3[CH2:16][CH2:15][O:14][CH2:13][CH2:12]3)=[O:18])[CH2:20]2)[CH:5]=[CH:6][CH:7]=1, predict the reactants needed to synthesize it. The reactants are: [F:1][C:2]1[CH:3]=[C:4]([SH:8])[CH:5]=[CH:6][CH:7]=1.[H-].[Na+].[N:11]1([C:17]([N:19]2[CH2:24][CH:23]([C:25]3[CH:30]=[CH:29][C:28]([C:31]([F:34])([F:33])[F:32])=[CH:27][CH:26]=3)[CH2:22][CH:21]([CH2:35]S([O-])(=O)=O)[CH2:20]2)=[O:18])[CH2:16][CH2:15][O:14][CH2:13][CH2:12]1.O. (5) Given the product [F:1][C:2]1[CH:3]=[CH:4][C:5]([O:28][CH3:29])=[C:6]([C:8]2[CH:13]=[CH:12][N:11]=[C:10]3[N:14]([S:18]([C:21]4[CH:27]=[CH:26][C:24]([CH3:25])=[CH:23][CH:22]=4)(=[O:20])=[O:19])[C:15]([C:38]4[CH2:39][CH:40]5[CH:44]([CH:45]=4)[CH2:43][C:42]4([O:46][CH2:47][CH2:48][O:49]4)[CH2:41]5)=[CH:16][C:9]=23)[CH:7]=1, predict the reactants needed to synthesize it. The reactants are: [F:1][C:2]1[CH:3]=[CH:4][C:5]([O:28][CH3:29])=[C:6]([C:8]2[CH:13]=[CH:12][N:11]=[C:10]3[N:14]([S:18]([C:21]4[CH:27]=[CH:26][C:24]([CH3:25])=[CH:23][CH:22]=4)(=[O:20])=[O:19])[C:15](I)=[CH:16][C:9]=23)[CH:7]=1.CC1(C)C(C)(C)OB([C:38]2[CH2:39][CH:40]3[CH:44]([CH:45]=2)[CH2:43][C:42]2([O:49][CH2:48][CH2:47][O:46]2)[CH2:41]3)O1.C(=O)([O-])[O-].[Na+].[Na+]. (6) Given the product [CH2:1]([C:3]([C:21]1[CH:26]=[CH:25][C:24]([O:27][CH2:49][C@@H:50]2[O:55][C:54](=[O:56])[CH2:53][CH2:52][CH2:51]2)=[C:23]([CH3:28])[CH:22]=1)([C:6]1[CH:11]=[CH:10][C:9](/[CH:12]=[CH:13]/[C:14]([CH2:15][CH3:16])([OH:17])[CH2:18][CH3:19])=[C:8]([CH3:20])[CH:7]=1)[CH2:4][CH3:5])[CH3:2], predict the reactants needed to synthesize it. The reactants are: [CH2:1]([C:3]([C:21]1[CH:26]=[CH:25][C:24]([OH:27])=[C:23]([CH3:28])[CH:22]=1)([C:6]1[CH:11]=[CH:10][C:9](/[CH:12]=[CH:13]/[C:14]([CH2:18][CH3:19])([OH:17])[CH2:15][CH3:16])=[C:8]([CH3:20])[CH:7]=1)[CH2:4][CH3:5])[CH3:2].C1C=CC(P(C2C=CC=CC=2)C2C=CC=CC=2)=CC=1.O[CH2:49][C@@H:50]1[O:55][C:54](=[O:56])[CH2:53][CH2:52][CH2:51]1.CCOC(/N=N/C(OCC)=O)=O.